Task: Predict the product of the given reaction.. Dataset: Forward reaction prediction with 1.9M reactions from USPTO patents (1976-2016) (1) Given the reactants [CH2:1]([O:3][CH2:4][CH2:5][N:6]1[C:11](=[O:12])[CH:10]=[CH:9][C:8]([C:13]([OH:15])=O)=[CH:7]1)[CH3:2].C(Cl)(=O)C(Cl)=O.CN(C)C=O.[CH2:27]([O:29][C:30]1[CH:34]=[C:33]([C:35]([F:38])([F:37])[F:36])[N:32]([C:39]2[CH:40]=[CH:41][C:42]([NH2:45])=[N:43][CH:44]=2)[N:31]=1)[CH3:28], predict the reaction product. The product is: [CH2:27]([O:29][C:30]1[CH:34]=[C:33]([C:35]([F:37])([F:36])[F:38])[N:32]([C:39]2[CH:40]=[CH:41][C:42]([NH:45][C:13]([C:8]3[CH:9]=[CH:10][C:11](=[O:12])[N:6]([CH2:5][CH2:4][O:3][CH2:1][CH3:2])[CH:7]=3)=[O:15])=[N:43][CH:44]=2)[N:31]=1)[CH3:28]. (2) Given the reactants [Cl:1][C:2]1[CH:3]=[N:4][CH:5]=[C:6]([Cl:30])[C:7]=1[NH:8][C:9]([C:11]1[C:19]2[C:18]3[CH:20]=[C:21]([NH:24][C:25](=[O:27])[CH3:26])[CH:22]=[CH:23][C:17]=3[O:16][C:15]=2[C:14]([O:28][CH3:29])=[CH:13][CH:12]=1)=[O:10].ClC1C=CC=C(C(OO)=[O:39])C=1, predict the reaction product. The product is: [Cl:30][C:6]1[CH:5]=[N:4][CH:3]=[C:2]([Cl:1])[C:7]=1[NH+:8]([O-:39])[C:9]([C:11]1[C:19]2[C:18]3[CH:20]=[C:21]([NH:24][C:25](=[O:27])[CH3:26])[CH:22]=[CH:23][C:17]=3[O:16][C:15]=2[C:14]([O:28][CH3:29])=[CH:13][CH:12]=1)=[O:10]. (3) Given the reactants [CH2:1]([O:3][CH2:4][CH2:5][O:6][CH2:7][CH2:8][O:9][CH2:10][CH2:11][OH:12])[CH3:2].[OH-:13].[Na+].O.[C:16]1(C)C=CC(S(Cl)(=O)=O)=C[CH:17]=1.[O:27]1[CH2:31][CH2:30][CH2:29][CH2:28]1, predict the reaction product. The product is: [CH:16]([O:12][CH2:11][CH2:10][O:9][CH2:8][CH2:7][O:6][CH2:5][CH2:4][O:3][CH2:1][CH2:2][O:13][CH2:29][CH2:28][O:27][CH2:31][CH3:30])=[CH2:17]. (4) Given the reactants [Br:1][C:2]1[C:6]([CH:7]=O)=[C:5](Br)[N:4]([CH2:10][C:11]2[CH:16]=[CH:15][C:14]([O:17][CH3:18])=[CH:13][CH:12]=2)[N:3]=1.[C:19]([O:23][CH2:24][CH3:25])(=[O:22])[CH2:20][SH:21].C(=O)([O-])[O-].[Na+].[Na+], predict the reaction product. The product is: [Br:1][C:2]1[C:6]2[CH:7]=[C:20]([C:19]([O:23][CH2:24][CH3:25])=[O:22])[S:21][C:5]=2[N:4]([CH2:10][C:11]2[CH:16]=[CH:15][C:14]([O:17][CH3:18])=[CH:13][CH:12]=2)[N:3]=1. (5) Given the reactants [OH:1][C:2]1[CH:7]=[CH:6][C:5]([C:8]2[CH:13]=[CH:12][C:11]([C:14]3([C:17]([O:19][CH3:20])=[O:18])[CH2:16][CH2:15]3)=[CH:10][CH:9]=2)=[CH:4][CH:3]=1.ClCCl.[S:24](O[S:24]([C:27]([F:30])([F:29])[F:28])(=[O:26])=[O:25])([C:27]([F:30])([F:29])[F:28])(=[O:26])=[O:25], predict the reaction product. The product is: [CH3:20][O:19][C:17]([C:14]1([C:11]2[CH:12]=[CH:13][C:8]([C:5]3[CH:4]=[CH:3][C:2]([O:1][S:24]([C:27]([F:30])([F:29])[F:28])(=[O:26])=[O:25])=[CH:7][CH:6]=3)=[CH:9][CH:10]=2)[CH2:16][CH2:15]1)=[O:18]. (6) The product is: [N:13]1([CH2:18][CH2:19][O:20][C@H:21]2[CH2:26][CH2:25][C@H:24]([N:27]3[C:32](=[O:33])[C:31]([CH2:34][C:35]4[CH:40]=[CH:39][C:38]([C:41]5[CH:46]=[CH:45][CH:44]=[CH:43][C:42]=5[C:47]5[NH:3][C:4](=[O:7])[O:5][N:48]=5)=[CH:37][CH:36]=4)=[C:30]([CH2:49][CH2:50][CH3:51])[N:29]4[N:52]=[CH:53][N:54]=[C:28]34)[CH2:23][CH2:22]2)[CH:17]=[CH:16][N:15]=[CH:14]1. Given the reactants [Cl-].O[NH3+:3].[C:4](=[O:7])([O-])[OH:5].[Na+].CS(C)=O.[N:13]1([CH2:18][CH2:19][O:20][C@H:21]2[CH2:26][CH2:25][C@H:24]([N:27]3[C:32](=[O:33])[C:31]([CH2:34][C:35]4[CH:40]=[CH:39][C:38]([C:41]5[C:42]([C:47]#[N:48])=[CH:43][CH:44]=[CH:45][CH:46]=5)=[CH:37][CH:36]=4)=[C:30]([CH2:49][CH2:50][CH3:51])[N:29]4[N:52]=[CH:53][N:54]=[C:28]34)[CH2:23][CH2:22]2)[CH:17]=[CH:16][N:15]=[CH:14]1, predict the reaction product. (7) Given the reactants [CH3:1][O:2][C:3]1[N:8]=[C:7]([C:9]([F:12])([F:11])[F:10])[C:6](N)=[CH:5][CH:4]=1.N([O-])=O.[Na+].[I-:18].[K+], predict the reaction product. The product is: [I:18][C:6]1[C:7]([C:9]([F:12])([F:11])[F:10])=[N:8][C:3]([O:2][CH3:1])=[CH:4][CH:5]=1.